Dataset: Forward reaction prediction with 1.9M reactions from USPTO patents (1976-2016). Task: Predict the product of the given reaction. (1) Given the reactants Br[C:2]1[CH:3]=[CH:4][C:5]([F:19])=[C:6]([C@:8]2([CH3:18])[C:14]([F:16])([F:15])[CH2:13][O:12][CH2:11][C:10]([NH2:17])=[N:9]2)[CH:7]=1.[N:20]1[CH:25]=[C:24](B(O)O)[CH:23]=[N:22][CH:21]=1.[C:29](=O)([O-:31])[O-:30].[Cs+].[Cs+].C(O)=O, predict the reaction product. The product is: [CH:29]([OH:31])=[O:30].[F:15][C:14]1([F:16])[CH2:13][O:12][CH2:11][C:10]([NH2:17])=[N:9][C@@:8]1([C:6]1[CH:7]=[C:2]([C:24]2[CH:25]=[N:20][CH:21]=[N:22][CH:23]=2)[CH:3]=[CH:4][C:5]=1[F:19])[CH3:18]. (2) Given the reactants [Br:1][C:2]1[CH:7]=[CH:6][N:5]=[C:4]2[N:8]([CH:12]([CH3:14])[CH3:13])[CH:9]=[C:10](I)[C:3]=12.[N:15]1([C:20]2[CH:21]=[C:22](B(O)O)[CH:23]=[CH:24][CH:25]=2)[CH2:19][CH2:18][CH2:17][CH2:16]1.C(=O)([O-])[O-].[Na+].[Na+], predict the reaction product. The product is: [Br:1][C:2]1[CH:7]=[CH:6][N:5]=[C:4]2[N:8]([CH:12]([CH3:14])[CH3:13])[CH:9]=[C:10]([C:22]3[CH:23]=[CH:24][CH:25]=[C:20]([N:15]4[CH2:16][CH2:17][CH2:18][CH2:19]4)[CH:21]=3)[C:3]=12. (3) Given the reactants [CH2:1]([C:3]1[CH:13]=[C:6]2[C:7]([O:11][CH3:12])=[CH:8][CH:9]=[CH:10][N:5]2[N:4]=1)[CH3:2].C1C(=O)N([Cl:21])C(=O)C1.O, predict the reaction product. The product is: [Cl:21][C:13]1[C:3]([CH2:1][CH3:2])=[N:4][N:5]2[CH:10]=[CH:9][CH:8]=[C:7]([O:11][CH3:12])[C:6]=12. (4) Given the reactants [F:1][C:2]([F:11])([F:10])[C:3]1[CH:9]=[CH:8][CH:7]=[CH:6][C:4]=1[NH2:5].[F:12][C:13]([F:25])([F:24])[C:14]([F:23])([F:22])[C:15](I)([F:20])[C:16]([F:19])([F:18])[F:17], predict the reaction product. The product is: [F:17][C:16]([F:18])([F:19])[C:15]([F:20])([C:8]1[CH:7]=[CH:6][C:4]([NH2:5])=[C:3]([C:2]([F:10])([F:11])[F:1])[CH:9]=1)[C:14]([F:22])([F:23])[C:13]([F:25])([F:24])[F:12]. (5) The product is: [CH:37]1([S:34]([NH:33][C:31]([C@@:26]2([NH:25][C:82]([C@@H:62]3[CH2:63][C@@:64]([O:80][CH3:81])([C:66]4[CH:75]=[CH:74][C:73]5[C:68](=[CH:69][C:70]([CH:78]=[CH2:79])=[C:71]([O:76][CH3:77])[CH:72]=5)[CH:67]=4)[CH2:65][N:61]3[C:59](=[O:60])[C@@H:58]([NH:57][C:55](=[O:56])[O:54][CH2:53][C:52]([CH3:95])([CH3:51])[CH2:92][CH:93]=[CH2:94])[CH2:85][CH2:86][CH2:87][CH2:88][CH2:89][CH:90]=[CH2:91])=[O:83])[CH2:28][C@H:27]2[CH:29]=[CH2:30])=[O:32])(=[O:36])=[O:35])[CH2:39][CH2:38]1. Given the reactants CN(C(ON1N=NC2C=CC=NC1=2)=[N+](C)C)C.F[P-](F)(F)(F)(F)F.[NH2:25][C@:26]1([C:31]([NH:33][S:34]([CH:37]2[CH2:39][CH2:38]2)(=[O:36])=[O:35])=[O:32])[CH2:28][C@H:27]1[CH:29]=[CH2:30].CC1C=CC(S(O)(=O)=O)=CC=1.[CH3:51][C:52]([CH3:95])([CH2:92][CH:93]=[CH2:94])[CH2:53][O:54][C:55]([NH:57][C@@H:58]([CH2:85][CH2:86][CH2:87][CH2:88][CH2:89][CH:90]=[CH2:91])[C:59]([N:61]1[CH2:65][C@:64]([O:80][CH3:81])([C:66]2[CH:75]=[CH:74][C:73]3[C:68](=[CH:69][C:70]([CH:78]=[CH2:79])=[C:71]([O:76][CH3:77])[CH:72]=3)[CH:67]=2)[CH2:63][C@H:62]1[C:82](O)=[O:83])=[O:60])=[O:56].CCN(C(C)C)C(C)C, predict the reaction product. (6) Given the reactants [CH:1]1([C:4]2[N:5]=[CH:6][C:7]([O:10][C@@H:11]3[CH2:19][N:14]4[CH2:15][CH2:16][NH:17][CH2:18][C@@H:13]4[CH2:12]3)=[N:8][CH:9]=2)[CH2:3][CH2:2]1.[F:20][C:21]([F:33])([F:32])[C:22]1[CH:23]=[C:24]([S:28](Cl)(=[O:30])=[O:29])[CH:25]=[CH:26][CH:27]=1.C(N(CC)CC)C, predict the reaction product. The product is: [CH:1]1([C:4]2[N:5]=[CH:6][C:7]([O:10][C@@H:11]3[CH2:19][N:14]4[CH2:15][CH2:16][N:17]([S:28]([C:24]5[CH:25]=[CH:26][CH:27]=[C:22]([C:21]([F:20])([F:32])[F:33])[CH:23]=5)(=[O:30])=[O:29])[CH2:18][C@@H:13]4[CH2:12]3)=[N:8][CH:9]=2)[CH2:3][CH2:2]1. (7) Given the reactants [N:1]1[C:5]2[CH:6]=[CH:7][CH:8]=[CH:9][C:4]=2[NH:3][C:2]=1[C:10]1[NH:14][C:13]2[CH:15]=[CH:16][CH:17]=[CH:18][C:12]=2[N:11]=1.[OH-].[Na+].[CH3:21]OS(OC)(=O)=O, predict the reaction product. The product is: [CH3:21][N:1]1[C:5]2[CH:6]=[CH:7][CH:8]=[CH:9][C:4]=2[N:3]=[C:2]1[C:10]1[NH:11][C:12]2[CH:18]=[CH:17][CH:16]=[CH:15][C:13]=2[N:14]=1.